From a dataset of Full USPTO retrosynthesis dataset with 1.9M reactions from patents (1976-2016). Predict the reactants needed to synthesize the given product. (1) Given the product [CH3:42][O:43][C:44](=[O:61])[C:45]1[CH:46]=[CH:47][C:48]([CH:51]([N:55]2[CH:59]=[CH:58][C:57]([NH:60][C:13](=[O:14])[C@@H:12]([C:4]3[CH:5]=[CH:6][C:7]([S:8]([CH3:11])(=[O:9])=[O:10])=[C:2]([Cl:1])[CH:3]=3)[CH2:22][CH:23]3[CH2:24][CH2:25][CH2:26][CH2:27]3)=[N:56]2)[CH2:52][CH2:53][CH3:54])=[CH:49][CH:50]=1, predict the reactants needed to synthesize it. The reactants are: [Cl:1][C:2]1[CH:3]=[C:4]([C@@H:12]([CH2:22][CH:23]2[CH2:27][CH2:26][CH2:25][CH2:24]2)[C:13](NC2C=CN(C)N=2)=[O:14])[CH:5]=[CH:6][C:7]=1[S:8]([CH3:11])(=[O:10])=[O:9].C(Cl)(=O)C(Cl)=O.N1C(C)=CC=CC=1C.[CH3:42][O:43][C:44](=[O:61])[C:45]1[CH:50]=[CH:49][C:48]([CH:51]([N:55]2[CH:59]=[CH:58][C:57]([NH2:60])=[N:56]2)[CH2:52][CH2:53][CH3:54])=[CH:47][CH:46]=1. (2) The reactants are: [CH3:1][C:2]1[CH:11]=[CH:10][C:9]2[C:4](=[CH:5][CH:6]=[C:7]([NH:12][C:13]3[C:18]([N+:19]([O-])=O)=[CH:17][N:16]=[C:15]([NH:22][C@@H:23]4[CH2:27][CH2:26][C@@H:25]([C:28]([NH2:30])=[O:29])[CH2:24]4)[N:14]=3)[CH:8]=2)[N:3]=1.[Sn](Cl)Cl.C(=O)([O-])[O-].[Na+].[Na+]. Given the product [NH2:19][C:18]1[C:13]([NH:12][C:7]2[CH:8]=[C:9]3[C:4](=[CH:5][CH:6]=2)[N:3]=[C:2]([CH3:1])[CH:11]=[CH:10]3)=[N:14][C:15]([NH:22][C@@H:23]2[CH2:27][CH2:26][C@@H:25]([C:28]([NH2:30])=[O:29])[CH2:24]2)=[N:16][CH:17]=1, predict the reactants needed to synthesize it. (3) Given the product [C:22]([OH:27])(=[O:26])[C:23]([OH:25])=[O:24].[N:1]1([C:6]2[CH:7]=[C:8]3[C:13](=[CH:14][CH:15]=2)[N:12]=[C:11]([C:16]2[CH:21]=[CH:20][CH:19]=[CH:18][CH:17]=2)[N:10]=[CH:9]3)[CH:5]=[CH:4][N:3]=[CH:2]1, predict the reactants needed to synthesize it. The reactants are: [N:1]1([C:6]2[CH:7]=[C:8]3[C:13](=[CH:14][CH:15]=2)[N:12]=[C:11]([C:16]2[CH:21]=[CH:20][CH:19]=[CH:18][CH:17]=2)[N:10]=[CH:9]3)[CH:5]=[CH:4][N:3]=[CH:2]1.[C:22]([OH:27])(=[O:26])[C:23]([OH:25])=[O:24]. (4) Given the product [CH2:40]([O:42][C:43]([C:44]1([S:45]([C:48]2[CH:49]=[CH:50][C:51]([O:54][CH3:55])=[CH:52][CH:53]=2)(=[O:47])=[O:46])[CH2:14][CH2:13][N:5]([CH2:6][C:7]2[CH:12]=[CH:11][CH:10]=[CH:9][CH:8]=2)[CH2:4][CH2:3]1)=[O:56])[CH3:41], predict the reactants needed to synthesize it. The reactants are: Cl.Cl[CH2:3][CH2:4][N:5]([CH2:13][CH2:14]Cl)[CH2:6][C:7]1[CH:12]=[CH:11][CH:10]=[CH:9][CH:8]=1.C1OCCOCCOCCOCCOCCOC1.C([O-])([O-])=O.[K+].[K+].[CH2:40]([O:42][C:43](=[O:56])[CH2:44][S:45]([C:48]1[CH:53]=[CH:52][C:51]([O:54][CH3:55])=[CH:50][CH:49]=1)(=[O:47])=[O:46])[CH3:41]. (5) Given the product [NH:1]1[CH2:2][CH:3]([C:5]2[CH:6]=[C:7]3[C:11](=[CH:12][CH:13]=2)[N:10]([S:14]([C:17]2[CH:18]=[CH:19][C:20]([C:23]4[O:27][CH:26]=[N:25][CH:24]=4)=[CH:21][CH:22]=2)(=[O:16])=[O:15])[CH2:9][CH2:8]3)[CH2:4]1, predict the reactants needed to synthesize it. The reactants are: [NH:1]1[CH2:4][CH:3]([C:5]2[CH:6]=[C:7]3[C:11](=[CH:12][CH:13]=2)[N:10]([S:14]([C:17]2[CH:22]=[CH:21][C:20]([C:23]4[O:27][CH:26]=[N:25][CH:24]=4)=[CH:19][CH:18]=2)(=[O:16])=[O:15])[CH:9]=[CH:8]3)[CH2:2]1.Cl.N1CC(C2C=C3C(=CC=2)N(S(C2C=CC=CC=2)(=O)=O)CC3)C1. (6) Given the product [C:1]([NH:4][C:5]1[C:14]([Cl:15])=[CH:13][C:8]([C:9]([O:11][CH3:12])=[O:10])=[C:7]([OH:16])[CH:6]=1)(=[O:3])[CH3:2], predict the reactants needed to synthesize it. The reactants are: [C:1]([NH:4][C:5]1[C:14]([Cl:15])=[CH:13][C:8]([C:9]([O:11][CH3:12])=[O:10])=[C:7]([O:16]C)[CH:6]=1)(=[O:3])[CH3:2].[Cl-].[Al+3].[Cl-].[Cl-].Cl.ClCCl. (7) Given the product [CH2:14]([C:21]1[NH:22][C:23]([C:26]([NH:1][C@@H:2]2[C:8](=[O:9])[NH:7][C:6]3[CH:10]=[CH:11][CH:12]=[CH:13][C:5]=3[CH2:4][CH2:3]2)=[O:27])=[N:24][N:25]=1)[C:15]1[CH:16]=[CH:17][CH:18]=[CH:19][CH:20]=1, predict the reactants needed to synthesize it. The reactants are: [NH2:1][C@@H:2]1[C:8](=[O:9])[NH:7][C:6]2[CH:10]=[CH:11][CH:12]=[CH:13][C:5]=2[CH2:4][CH2:3]1.[CH2:14]([C:21]1[NH:22][C:23]([C:26](O)=[O:27])=[N:24][N:25]=1)[C:15]1[CH:20]=[CH:19][CH:18]=[CH:17][CH:16]=1.CCN(C(C)C)C(C)C.C(P1(=O)OP(=O)(CCC)OP(=O)(CCC)O1)CC.